This data is from Forward reaction prediction with 1.9M reactions from USPTO patents (1976-2016). The task is: Predict the product of the given reaction. (1) Given the reactants I[C:2]1[S:6][C:5]([NH:7][C:8](=[O:10])[CH3:9])=[N:4][C:3]=1[CH3:11].C(C1SC(C2SC(NC(=O)C)=NC=2C)=CC=1)=O.OB(O)[C:31]1[S:35][C:34]([C:36]([OH:38])=[O:37])=[CH:33][CH:32]=1.C(=O)([O-])[O-].[Cs+].[Cs+], predict the reaction product. The product is: [C:8]([NH:7][C:5]1[S:6][C:2]([C:31]2[S:35][C:34]([C:36]([OH:38])=[O:37])=[CH:33][CH:32]=2)=[C:3]([CH3:11])[N:4]=1)(=[O:10])[CH3:9]. (2) The product is: [S:24]1[C:20]2[CH:19]=[C:18]([NH:17][C:10]3[C:11]4[N:12]([CH:14]=[CH:15][N:16]=4)[CH:13]=[C:8]([C:4]4[CH:3]=[C:2]([NH:1][C:42](=[O:43])[C:41]5[CH:45]=[CH:46][C:38]([C:34]([CH3:36])([CH3:35])[CH3:37])=[CH:39][CH:40]=5)[CH:7]=[CH:6][CH:5]=4)[N:9]=3)[CH:26]=[CH:25][C:21]=2[N:22]=[CH:23]1. Given the reactants [NH2:1][C:2]1[CH:3]=[C:4]([C:8]2[N:9]=[C:10]([NH:17][C:18]3[CH:26]=[CH:25][C:21]4[N:22]=[CH:23][S:24][C:20]=4[CH:19]=3)[C:11]3[N:12]([CH:14]=[CH:15][N:16]=3)[CH:13]=2)[CH:5]=[CH:6][CH:7]=1.C(N(CC)CC)C.[C:34]([C:38]1[CH:46]=[CH:45][C:41]([C:42](Cl)=[O:43])=[CH:40][CH:39]=1)([CH3:37])([CH3:36])[CH3:35], predict the reaction product.